Task: Predict the product of the given reaction.. Dataset: Forward reaction prediction with 1.9M reactions from USPTO patents (1976-2016) (1) Given the reactants FC(F)(F)C([NH:5][C:6]1[C:14]2[C:9](=[CH:10][CH:11]=[C:12]([S:15]([C:18]3[CH:23]=[CH:22][CH:21]=[C:20]([F:24])[CH:19]=3)(=[O:17])=[O:16])[CH:13]=2)[N:8]([C:25]([C:38]2[CH:43]=[CH:42][CH:41]=[CH:40][CH:39]=2)([C:32]2[CH:37]=[CH:36][CH:35]=[CH:34][CH:33]=2)[C:26]2[CH:31]=[CH:30][CH:29]=[CH:28][CH:27]=2)[N:7]=1)=O.CO, predict the reaction product. The product is: [F:24][C:20]1[CH:19]=[C:18]([S:15]([C:12]2[CH:13]=[C:14]3[C:9](=[CH:10][CH:11]=2)[N:8]([C:25]([C:32]2[CH:33]=[CH:34][CH:35]=[CH:36][CH:37]=2)([C:26]2[CH:27]=[CH:28][CH:29]=[CH:30][CH:31]=2)[C:38]2[CH:43]=[CH:42][CH:41]=[CH:40][CH:39]=2)[N:7]=[C:6]3[NH2:5])(=[O:17])=[O:16])[CH:23]=[CH:22][CH:21]=1. (2) Given the reactants [F:1][C:2]([F:26])([F:25])[C:3]1[CH:24]=[CH:23][CH:22]=[CH:21][C:4]=1[C:5]([N:7]1[CH2:12][CH2:11][N:10]([C:13]2[S:14][C:15]([C:18]([OH:20])=O)=[CH:16][N:17]=2)[CH2:9][CH2:8]1)=[O:6].[CH:27]1([CH2:30][NH2:31])[CH2:29][CH2:28]1, predict the reaction product. The product is: [CH:27]1([CH2:30][NH:31][C:18]([C:15]2[S:14][C:13]([N:10]3[CH2:9][CH2:8][N:7]([C:5](=[O:6])[C:4]4[CH:21]=[CH:22][CH:23]=[CH:24][C:3]=4[C:2]([F:25])([F:1])[F:26])[CH2:12][CH2:11]3)=[N:17][CH:16]=2)=[O:20])[CH2:29][CH2:28]1. (3) Given the reactants Br[CH:2]([CH3:8])[C:3]([O:5][CH2:6][CH3:7])=[O:4].C(=O)([O-])[O-].[Cs+].[Cs+].[Cl:15][C:16]1[CH:21]=[CH:20][C:19]([C:22]2[N:23]([CH:28]3[CH2:30][CH2:29]3)[C:24](=[O:27])[NH:25][N:26]=2)=[CH:18][CH:17]=1, predict the reaction product. The product is: [Cl:15][C:16]1[CH:17]=[CH:18][C:19]([C:22]2[N:23]([CH:28]3[CH2:29][CH2:30]3)[C:24](=[O:27])[N:25]([CH:2]([CH3:8])[C:3]([O:5][CH2:6][CH3:7])=[O:4])[N:26]=2)=[CH:20][CH:21]=1. (4) Given the reactants [CH3:1][O:2][C:3]1[C:8]([CH3:9])=[C:7]([C:10]2[CH:11]=[CH:12][C:13]3[C:14]4[N:23]([C@H:24]5[CH2:28][CH2:27][O:26][CH2:25]5)[N:22]=[CH:21][C:15]=4[C:16](=[O:20])[NH:17][C:18]=3[CH:19]=2)[C:6]([CH3:29])=[CH:5][N:4]=1.[C:30]([OH:36])(=[O:35])[CH2:31][C:32]([OH:34])=[O:33], predict the reaction product. The product is: [C:30]([OH:36])(=[O:35])[CH2:31][C:32]([OH:34])=[O:33].[CH3:1][O:2][C:3]1[C:8]([CH3:9])=[C:7]([C:10]2[CH:11]=[CH:12][C:13]3[C:14]4[N:23]([C@H:24]5[CH2:28][CH2:27][O:26][CH2:25]5)[N:22]=[CH:21][C:15]=4[C:16](=[O:20])[NH:17][C:18]=3[CH:19]=2)[C:6]([CH3:29])=[CH:5][N:4]=1.